Dataset: Reaction yield outcomes from USPTO patents with 853,638 reactions. Task: Predict the reaction yield, written as a fraction of the theoretical maximum amount of product (1.0 means a 100% yield; for example, 0.34 means a 34% yield). (1) The reactants are [CH3:1][S:2]([C:5]1[CH:13]=[CH:12][C:8]([C:9]([OH:11])=O)=[CH:7][CH:6]=1)(=[O:4])=[O:3].[N:23]1(C(N2[CH:25]=[CH:24][N:23]=[CH:22]2)=O)[CH:24]=[CH:25]N=[CH:22]1.N1CC=C([C:32]2[C:53]([C:54]([F:57])([F:56])[F:55])=[CH:52][CH:51]=[CH:50][C:33]=2[C:34]([NH:36][C:37]([NH:39][C:40]([O:42][CH2:43][C:44]2[CH:49]=[CH:48][CH:47]=[CH:46][CH:45]=2)=[O:41])=[NH:38])=[O:35])CC1.[CH:58](N(CC)C(C)C)(C)[CH3:59]. The catalyst is CN(C)C=O.C(OCC)(=O)C. The product is [CH3:1][S:2]([C:5]1[CH:6]=[CH:7][C:8]([C:9]([N:23]2[CH2:22][CH:59]=[C:58]([C:52]3[CH:51]=[CH:50][C:33]([C:34]([NH:36][C:37]([NH:39][C:40]([O:42][CH2:43][C:44]4[CH:49]=[CH:48][CH:47]=[CH:46][CH:45]=4)=[O:41])=[NH:38])=[O:35])=[CH:32][C:53]=3[C:54]([F:57])([F:56])[F:55])[CH2:25][CH2:24]2)=[O:11])=[CH:12][CH:13]=1)(=[O:3])=[O:4]. The yield is 0.690. (2) The reactants are C([N:8]1[CH2:12][C@@H:11]([OH:13])[C@H:10]([OH:14])[CH2:9]1)C1C=CC=CC=1.[C:23](O[C:23]([O:25][C:26]([CH3:29])([CH3:28])[CH3:27])=[O:24])([O:25][C:26]([CH3:29])([CH3:28])[CH3:27])=[O:24]. The catalyst is C(OCC)(=O)C.[OH-].[OH-].[Pd+2]. The product is [C:26]([O:25][C:23]([N:8]1[CH2:12][C@@H:11]([OH:13])[C@H:10]([OH:14])[CH2:9]1)=[O:24])([CH3:27])([CH3:28])[CH3:29]. The yield is 0.480. (3) The reactants are FC(F)(F)C(O)=O.[CH3:8][C:9]1[CH:10]=[C:11]2[C:16](=[CH:17][CH:18]=1)[N:15]=[C:14]([NH2:19])[CH:13]=[N:12]2.C(N(CC)CC)C.[C:27](N1C=CC=CC1=O)(N1C=CC=CC1=O)=[S:28]. The catalyst is C(Cl)Cl. The product is [N:19]([C:14]1[CH:13]=[N:12][C:11]2[C:16](=[CH:17][CH:18]=[C:9]([CH3:8])[CH:10]=2)[N:15]=1)=[C:27]=[S:28]. The yield is 0.380. (4) The reactants are [H-].[Na+].[Br-].[CH2:4]([P+](C1C=CC=CC=1)(C1C=CC=CC=1)C1C=CC=CC=1)[C:5]1[CH:10]=[CH:9][CH:8]=[CH:7][CH:6]=1.[O:30]1[C:34]2([CH2:39][CH2:38][C:37](=O)[CH2:36][CH2:35]2)[O:33][CH2:32][CH2:31]1. The catalyst is CS(C)=O. The product is [CH:4](=[C:37]1[CH2:38][CH2:39][C:34]2([O:33][CH2:32][CH2:31][O:30]2)[CH2:35][CH2:36]1)[C:5]1[CH:10]=[CH:9][CH:8]=[CH:7][CH:6]=1. The yield is 0.610.